This data is from Catalyst prediction with 721,799 reactions and 888 catalyst types from USPTO. The task is: Predict which catalyst facilitates the given reaction. (1) Reactant: C(OC([N:11]1[CH2:16][CH2:15][CH:14]([OH:17])[CH:13]([NH:18][C:19]([O:21][C:22]([CH3:25])([CH3:24])[CH3:23])=[O:20])[CH2:12]1)=O)C1C=CC=CC=1. Product: [C:22]([O:21][C:19](=[O:20])[NH:18][CH:13]1[CH:14]([OH:17])[CH2:15][CH2:16][NH:11][CH2:12]1)([CH3:25])([CH3:23])[CH3:24]. The catalyst class is: 105. (2) Reactant: [Cl:1][C:2]1[N:7]=[C:6]([NH:8][C:9]2[CH:18]=[CH:17][C:16]3[C:15]4[C:19]5[NH:26][CH2:25][C@@H:24]([CH3:27])[NH:23][C:22](=[O:28])[C:20]=5[S:21][C:14]=4[CH:13]=[CH:12][C:11]=3[N:10]=2)[C:5]([C:29]([NH:31]CC2C=CC(OC)=CC=2)=[O:30])=[CH:4][N:3]=1.FC(F)(F)C(O)=O.FC(F)(F)S(O)(=O)=O. Product: [Cl:1][C:2]1[N:7]=[C:6]([NH:8][C:9]2[CH:18]=[CH:17][C:16]3[C:15]4[C:19]5[NH:26][CH2:25][C@@H:24]([CH3:27])[NH:23][C:22](=[O:28])[C:20]=5[S:21][C:14]=4[CH:13]=[CH:12][C:11]=3[N:10]=2)[C:5]([C:29]([NH2:31])=[O:30])=[CH:4][N:3]=1. The catalyst class is: 46. (3) Reactant: Cl[C:2]1[C:11]2[C:6](=[CH:7][C:8]([O:13][CH3:14])=[C:9]([F:12])[CH:10]=2)[CH:5]=[C:4]([O:15][CH3:16])[N:3]=1.[F-:17].[Cs+].CS(C)=O. Product: [F:17][C:2]1[C:11]2[C:6](=[CH:7][C:8]([O:13][CH3:14])=[C:9]([F:12])[CH:10]=2)[CH:5]=[C:4]([O:15][CH3:16])[N:3]=1. The catalyst class is: 25. (4) Reactant: C(OC([N:8]1[C:16]2[C:11](=[CH:12][CH:13]=[C:14]([NH:17][CH2:18][C:19]3[CH:24]=[CH:23][CH:22]=[CH:21][CH:20]=3)[CH:15]=2)[C:10]([C:25]2[CH:30]=[CH:29][CH:28]=[CH:27][CH:26]=2)=[N:9]1)=O)(C)(C)C.[ClH:31]. Product: [ClH:31].[CH2:18]([NH:17][C:14]1[CH:15]=[C:16]2[C:11]([C:10]([C:25]3[CH:30]=[CH:29][CH:28]=[CH:27][CH:26]=3)=[N:9][NH:8]2)=[CH:12][CH:13]=1)[C:19]1[CH:20]=[CH:21][CH:22]=[CH:23][CH:24]=1. The catalyst class is: 459. (5) The catalyst class is: 2. Reactant: [F:1][C:2]([F:7])([F:6])[C:3]([OH:5])=[O:4].[C:8]([C:10]1[CH:11]=[C:12]([C:20]2[O:24][N:23]=[C:22]([C:25]3[C:26]([CH3:42])=[C:27]4[C:32](=[CH:33][CH:34]=3)[CH2:31][N:30](C(OC(C)(C)C)=O)[CH2:29][CH2:28]4)[N:21]=2)[CH:13]=[CH:14][C:15]=1[O:16][CH:17]([CH3:19])[CH3:18])#[N:9]. Product: [F:1][C:2]([F:7])([F:6])[C:3]([OH:5])=[O:4].[CH3:19][CH:17]([O:16][C:15]1[CH:14]=[CH:13][C:12]([C:20]2[O:24][N:23]=[C:22]([C:25]3[C:26]([CH3:42])=[C:27]4[C:32](=[CH:33][CH:34]=3)[CH2:31][NH:30][CH2:29][CH2:28]4)[N:21]=2)=[CH:11][C:10]=1[C:8]#[N:9])[CH3:18].